From a dataset of NCI-60 drug combinations with 297,098 pairs across 59 cell lines. Regression. Given two drug SMILES strings and cell line genomic features, predict the synergy score measuring deviation from expected non-interaction effect. (1) Synergy scores: CSS=40.6, Synergy_ZIP=3.21, Synergy_Bliss=3.68, Synergy_Loewe=-24.7, Synergy_HSA=3.47. Drug 2: CC1C(C(CC(O1)OC2CC(CC3=C2C(=C4C(=C3O)C(=O)C5=CC=CC=C5C4=O)O)(C(=O)C)O)N)O. Drug 1: CS(=O)(=O)CCNCC1=CC=C(O1)C2=CC3=C(C=C2)N=CN=C3NC4=CC(=C(C=C4)OCC5=CC(=CC=C5)F)Cl. Cell line: HCT116. (2) Drug 1: CN(CC1=CN=C2C(=N1)C(=NC(=N2)N)N)C3=CC=C(C=C3)C(=O)NC(CCC(=O)O)C(=O)O. Drug 2: C1CCC(C(C1)N)N.C(=O)(C(=O)[O-])[O-].[Pt+4]. Cell line: HOP-92. Synergy scores: CSS=20.8, Synergy_ZIP=-8.65, Synergy_Bliss=-3.13, Synergy_Loewe=-2.07, Synergy_HSA=-1.87. (3) Drug 1: CC1=C(N=C(N=C1N)C(CC(=O)N)NCC(C(=O)N)N)C(=O)NC(C(C2=CN=CN2)OC3C(C(C(C(O3)CO)O)O)OC4C(C(C(C(O4)CO)O)OC(=O)N)O)C(=O)NC(C)C(C(C)C(=O)NC(C(C)O)C(=O)NCCC5=NC(=CS5)C6=NC(=CS6)C(=O)NCCC[S+](C)C)O. Drug 2: C(CC(=O)O)C(=O)CN.Cl. Cell line: NCI-H322M. Synergy scores: CSS=7.42, Synergy_ZIP=-5.16, Synergy_Bliss=-2.81, Synergy_Loewe=-2.71, Synergy_HSA=-3.66. (4) Drug 2: CN(CCCl)CCCl.Cl. Drug 1: CC1=C2C(C(=O)C3(C(CC4C(C3C(C(C2(C)C)(CC1OC(=O)C(C(C5=CC=CC=C5)NC(=O)C6=CC=CC=C6)O)O)OC(=O)C7=CC=CC=C7)(CO4)OC(=O)C)O)C)OC(=O)C. Synergy scores: CSS=64.2, Synergy_ZIP=5.05, Synergy_Bliss=5.01, Synergy_Loewe=-11.0, Synergy_HSA=-6.67. Cell line: HL-60(TB). (5) Drug 1: C1=CN(C(=O)N=C1N)C2C(C(C(O2)CO)O)O.Cl. Drug 2: CCC1=C2CN3C(=CC4=C(C3=O)COC(=O)C4(CC)O)C2=NC5=C1C=C(C=C5)O. Cell line: HCC-2998. Synergy scores: CSS=45.5, Synergy_ZIP=-5.58, Synergy_Bliss=-5.29, Synergy_Loewe=2.65, Synergy_HSA=3.94. (6) Drug 1: COC1=NC(=NC2=C1N=CN2C3C(C(C(O3)CO)O)O)N. Drug 2: C#CCC(CC1=CN=C2C(=N1)C(=NC(=N2)N)N)C3=CC=C(C=C3)C(=O)NC(CCC(=O)O)C(=O)O. Cell line: SNB-75. Synergy scores: CSS=41.0, Synergy_ZIP=5.84, Synergy_Bliss=-1.99, Synergy_Loewe=30.3, Synergy_HSA=6.12. (7) Drug 1: CC1CCC2CC(C(=CC=CC=CC(CC(C(=O)C(C(C(=CC(C(=O)CC(OC(=O)C3CCCCN3C(=O)C(=O)C1(O2)O)C(C)CC4CCC(C(C4)OC)OCCO)C)C)O)OC)C)C)C)OC. Cell line: HS 578T. Drug 2: C1CN1C2=NC(=NC(=N2)N3CC3)N4CC4. Synergy scores: CSS=26.8, Synergy_ZIP=-6.09, Synergy_Bliss=0.183, Synergy_Loewe=1.61, Synergy_HSA=1.93. (8) Drug 1: CC1CCC2CC(C(=CC=CC=CC(CC(C(=O)C(C(C(=CC(C(=O)CC(OC(=O)C3CCCCN3C(=O)C(=O)C1(O2)O)C(C)CC4CCC(C(C4)OC)O)C)C)O)OC)C)C)C)OC. Drug 2: C1CN(P(=O)(OC1)NCCCl)CCCl. Cell line: HOP-92. Synergy scores: CSS=4.22, Synergy_ZIP=0.100, Synergy_Bliss=2.66, Synergy_Loewe=-7.68, Synergy_HSA=-3.46. (9) Drug 1: C1=CC=C(C(=C1)C(C2=CC=C(C=C2)Cl)C(Cl)Cl)Cl. Drug 2: CN(CC1=CN=C2C(=N1)C(=NC(=N2)N)N)C3=CC=C(C=C3)C(=O)NC(CCC(=O)O)C(=O)O. Cell line: HL-60(TB). Synergy scores: CSS=20.9, Synergy_ZIP=2.15, Synergy_Bliss=-4.60, Synergy_Loewe=-45.2, Synergy_HSA=-10.7.